Regression/Classification. Given a drug SMILES string, predict its absorption, distribution, metabolism, or excretion properties. Task type varies by dataset: regression for continuous measurements (e.g., permeability, clearance, half-life) or binary classification for categorical outcomes (e.g., BBB penetration, CYP inhibition). Dataset: b3db_classification. From a dataset of Blood-brain barrier permeability classification from the B3DB database. (1) The drug is CN1[C@H]2CC[C@H]1CC(OC(=O)[C@H](CO)c1ccccc1)C2. The result is 1 (penetrates BBB). (2) The compound is CC(=O)O[C@]1(C(C)=O)CC[C@H]2[C@@H]3C[C@H](C)C4=CC(=O)C=C[C@]4(C)[C@@]3(F)[C@H](O)C[C@@]21C. The result is 1 (penetrates BBB). (3) The compound is Brc1cc(Br)c(NC2=NCCN2)c(Br)c1. The result is 1 (penetrates BBB).